Dataset: Reaction yield outcomes from USPTO patents with 853,638 reactions. Task: Predict the reaction yield, written as a fraction of the theoretical maximum amount of product (1.0 means a 100% yield; for example, 0.34 means a 34% yield). The reactants are [N+:1]([C:4]1[CH:14]=[CH:13][CH:12]=[C:6]2[C:7]([O:9][C:10](=[O:11])[C:5]=12)=O)([O-:3])=[O:2].[NH2:15][C:16]1[CH:17]=[C:18]([CH:22]=[CH:23][CH:24]=1)[C:19]([OH:21])=[O:20]. No catalyst specified. The product is [N+:1]([C:4]1[CH:14]=[CH:13][CH:12]=[C:6]2[C:7]([N:15]([C:16]3[CH:24]=[CH:23][CH:22]=[C:18]([C:19]([OH:21])=[O:20])[CH:17]=3)[C:10](=[O:11])[C:5]=12)=[O:9])([O-:3])=[O:2]. The yield is 0.760.